Dataset: Forward reaction prediction with 1.9M reactions from USPTO patents (1976-2016). Task: Predict the product of the given reaction. Given the reactants [F:1][C:2]([F:14])([F:13])[C:3]1[CH:4]=[C:5]2[C:10](=[CH:11][CH:12]=1)[CH2:9][NH:8][CH2:7][CH2:6]2.[CH:15]([C:17]1[CH:22]=[CH:21][C:20]([CH:23]([NH:25][C:26](=[O:28])[CH3:27])[CH3:24])=[CH:19][CH:18]=1)=O.CC(O)=O.C(O[BH-](OC(=O)C)OC(=O)C)(=O)C.[Na+], predict the reaction product. The product is: [F:14][C:2]([F:1])([F:13])[C:3]1[CH:4]=[C:5]2[C:10](=[CH:11][CH:12]=1)[CH2:9][N:8]([CH2:15][C:17]1[CH:18]=[CH:19][C:20]([CH:23]([NH:25][C:26](=[O:28])[CH3:27])[CH3:24])=[CH:21][CH:22]=1)[CH2:7][CH2:6]2.